Predict which catalyst facilitates the given reaction. From a dataset of Catalyst prediction with 721,799 reactions and 888 catalyst types from USPTO. (1) Reactant: C([BH3-])#N.[Na+].[C:5]([C:7]1[CH:14]=[CH:13][C:10]([CH:11]=O)=[CH:9][CH:8]=1)#[N:6].Cl.[CH3:16][C@@H:17]([NH2:22])[C:18]([F:21])([F:20])[F:19].C(O)(=O)C. Product: [CH3:16][C@@H:17]([NH:22][CH2:11][C:10]1[CH:13]=[CH:14][C:7]([C:5]#[N:6])=[CH:8][CH:9]=1)[C:18]([F:21])([F:20])[F:19]. The catalyst class is: 5. (2) Reactant: C(OC(=O)[NH:7][CH:8]1[CH2:13][CH2:12][N:11]([C:14]2[C:30]([C:31](=[O:42])[NH:32][C:33]3[CH:41]=[C:40]4[C:36]([CH:37]=[N:38][NH:39]4)=[CH:35][CH:34]=3)=[CH:29][C:17]3[N:18]=[C:19]([NH:21][C:22]4[C:27]([CH3:28])=[CH:26][CH:25]=[CH:24][N:23]=4)[NH:20][C:16]=3[CH:15]=2)[CH2:10][CH2:9]1)(C)(C)C.Cl. Product: [NH:39]1[C:40]2[C:36](=[CH:35][CH:34]=[C:33]([NH:32][C:31]([C:30]3[C:14]([N:11]4[CH2:10][CH2:9][CH:8]([NH2:7])[CH2:13][CH2:12]4)=[CH:15][C:16]4[NH:20][C:19]([NH:21][C:22]5[C:27]([CH3:28])=[CH:26][CH:25]=[CH:24][N:23]=5)=[N:18][C:17]=4[CH:29]=3)=[O:42])[CH:41]=2)[CH:37]=[N:38]1. The catalyst class is: 12. (3) Reactant: [F:1][C:2]1[CH:7]=[CH:6][C:5]([S:8]([C:11]2[CH:12]=[CH:13][C:14]([CH:34]([CH3:36])[CH3:35])=[C:15]([S:17]([NH:20][CH:21]3[CH2:26][CH2:25][N:24](C(OC(C)(C)C)=O)[CH2:23][CH2:22]3)(=[O:19])=[O:18])[CH:16]=2)(=[O:10])=[O:9])=[CH:4][CH:3]=1.Cl. Product: [F:1][C:2]1[CH:7]=[CH:6][C:5]([S:8]([C:11]2[CH:12]=[CH:13][C:14]([CH:34]([CH3:36])[CH3:35])=[C:15]([S:17]([NH:20][CH:21]3[CH2:22][CH2:23][NH:24][CH2:25][CH2:26]3)(=[O:18])=[O:19])[CH:16]=2)(=[O:9])=[O:10])=[CH:4][CH:3]=1. The catalyst class is: 12. (4) Reactant: [OH:1][C:2]1[CH:11]=[C:10]2[C:5]([C:6]([O:12][C:13]3[CH:14]=[C:15]4[C:19](=[CH:20][CH:21]=3)[NH:18][CH:17]=[C:16]4[CH3:22])=[N:7][CH:8]=[N:9]2)=[CH:4][C:3]=1[O:23][CH3:24].C(=O)([O-])[O-].[K+].[K+].Cl.Cl[CH2:33][CH2:34][N:35]1[CH2:40][CH2:39][O:38][CH2:37][CH2:36]1. Product: [CH3:24][O:23][C:3]1[CH:4]=[C:5]2[C:10](=[CH:11][C:2]=1[O:1][CH2:33][CH2:34][N:35]1[CH2:40][CH2:39][O:38][CH2:37][CH2:36]1)[N:9]=[CH:8][N:7]=[C:6]2[O:12][C:13]1[CH:14]=[C:15]2[C:19](=[CH:20][CH:21]=1)[NH:18][CH:17]=[C:16]2[CH3:22]. The catalyst class is: 3. (5) Reactant: C(O)(=O)C.O.[NH2:6][NH2:7].[CH3:8][C:9]1[CH:14]=[C:13]([CH3:15])[CH:12]=[CH:11][C:10]=1[CH:16]([C:21]#[N:22])[CH2:17][C:18](=O)[CH3:19]. Product: [CH3:8][C:9]1[CH:14]=[C:13]([CH3:15])[CH:12]=[CH:11][C:10]=1[C:16]1[CH:17]=[C:18]([CH3:19])[N:7]=[N:6][C:21]=1[NH2:22]. The catalyst class is: 8. (6) Reactant: [CH3:1][C:2]1[CH:3]=[C:4]([N:9]2[C:13]3[C:14]([C:18]#[N:19])=[CH:15][CH:16]=[CH:17][C:12]=3[N:11]=[CH:10]2)[CH:5]=[C:6]([CH3:8])[CH:7]=1.[CH2:20](Cl)Cl.[F:23][C:24]([F:31])([F:30])[S:25]([O:28]C)(=[O:27])=[O:26].CC#N. Product: [F:23][C:24]([F:31])([F:30])[S:25]([O-:28])(=[O:27])=[O:26].[C:18]([C:14]1[C:13]2[N:9]([C:4]3[CH:5]=[C:6]([CH3:8])[CH:7]=[C:2]([CH3:1])[CH:3]=3)[CH:10]=[N+:11]([CH3:20])[C:12]=2[CH:17]=[CH:16][CH:15]=1)#[N:19]. The catalyst class is: 28. (7) Reactant: [C:1]([O:5][C:6]([N:8]([C@@H:20]1[CH2:24][CH2:23][N:22]([CH2:25][C:26]2[CH:31]=[CH:30][CH:29]=[C:28]([F:32])[CH:27]=2)[CH2:21]1)[C:9]1[N:14]=[CH:13][C:12](/[CH:15]=[CH:16]/[C:17](O)=[O:18])=[CH:11][CH:10]=1)=[O:7])([CH3:4])([CH3:3])[CH3:2].[O:33]1[CH2:38][CH2:37][CH2:36][CH2:35][CH:34]1[O:39][NH2:40].C1C=CC2N(O)N=NC=2C=1.CCN=C=NCCCN(C)C. Product: [F:32][C:28]1[CH:27]=[C:26]([CH:31]=[CH:30][CH:29]=1)[CH2:25][N:22]1[CH2:23][CH2:24][C@@H:20]([N:8]([C:9]2[CH:10]=[CH:11][C:12](/[CH:15]=[CH:16]/[C:17](=[O:18])[NH:40][O:39][CH:34]3[CH2:35][CH2:36][CH2:37][CH2:38][O:33]3)=[CH:13][N:14]=2)[C:6](=[O:7])[O:5][C:1]([CH3:3])([CH3:4])[CH3:2])[CH2:21]1. The catalyst class is: 18.